Dataset: CYP1A2 inhibition data for predicting drug metabolism from PubChem BioAssay. Task: Regression/Classification. Given a drug SMILES string, predict its absorption, distribution, metabolism, or excretion properties. Task type varies by dataset: regression for continuous measurements (e.g., permeability, clearance, half-life) or binary classification for categorical outcomes (e.g., BBB penetration, CYP inhibition). Dataset: cyp1a2_veith. (1) The drug is CCC(C)NCc1ccc(C(=O)OC)o1.Cl. The result is 0 (non-inhibitor). (2) The compound is Cc1nnc(SCc2ccc(F)cc2Cl)s1. The result is 1 (inhibitor).